The task is: Predict the reactants needed to synthesize the given product.. This data is from Full USPTO retrosynthesis dataset with 1.9M reactions from patents (1976-2016). (1) Given the product [NH2:11][C@H:7]([C:8]([OH:10])=[O:9])[CH2:6][CH2:5][C:3]([NH:22][CH2:19][CH3:20])=[O:4], predict the reactants needed to synthesize it. The reactants are: CO[C:3]([CH2:5][CH2:6][C@H:7]([NH2:11])[C:8]([OH:10])=[O:9])=[O:4].C(CC(=O)C)(=O)C.[CH:19]([NH:22]C(C)C)(C)[CH3:20].C(N)C. (2) Given the product [CH3:27][C:28]([CH3:32])([CH3:31])[CH:29]([C:20]1[O:16][C:17]([C:21]2[CH:26]=[CH:25][N:24]=[CH:23][CH:22]=2)=[N:18][N:19]=1)[OH:30], predict the reactants needed to synthesize it. The reactants are: C([Li])CCC.CC1(C)CCCC(C)(C)N1.[O:16]1[CH:20]=[N:19][N:18]=[C:17]1[C:21]1[CH:26]=[CH:25][N:24]=[CH:23][CH:22]=1.[CH3:27][C:28]([CH3:32])([CH3:31])[CH:29]=[O:30].C(O)C(N)(CO)CO.Cl.